From a dataset of Reaction yield outcomes from USPTO patents with 853,638 reactions. Predict the reaction yield, written as a fraction of the theoretical maximum amount of product (1.0 means a 100% yield; for example, 0.34 means a 34% yield). (1) The reactants are [C:1]([C:5]1[CH:9]=[C:8]([NH2:10])[N:7]([C:11]2[CH:16]=[CH:15][C:14]([CH3:17])=[CH:13][CH:12]=2)[N:6]=1)([CH3:4])([CH3:3])[CH3:2].[C:18]([O-])(O)=[O:19].[Na+].ClC(OC(Cl)=O)(Cl)Cl.[NH2:31][C:32]1[C:41]2[C:36](=[CH:37][CH:38]=[CH:39][CH:40]=2)[C:35]([O:42][C:43]([CH3:60])([CH3:59])[CH2:44][C:45]2[CH:50]=[CH:49][N:48]=[C:47]([NH:51][C:52](=[O:58])[O:53][C:54]([CH3:57])([CH3:56])[CH3:55])[CH:46]=2)=[CH:34][CH:33]=1.CCN(C(C)C)C(C)C. The catalyst is C(Cl)Cl.CCOC(C)=O.O. The product is [C:1]([C:5]1[CH:9]=[C:8]([NH:10][C:18](=[O:19])[NH:31][C:32]2[C:41]3[C:36](=[CH:37][CH:38]=[CH:39][CH:40]=3)[C:35]([O:42][C:43]([CH3:60])([CH3:59])[CH2:44][C:45]3[CH:50]=[CH:49][N:48]=[C:47]([NH:51][C:52](=[O:58])[O:53][C:54]([CH3:55])([CH3:57])[CH3:56])[CH:46]=3)=[CH:34][CH:33]=2)[N:7]([C:11]2[CH:12]=[CH:13][C:14]([CH3:17])=[CH:15][CH:16]=2)[N:6]=1)([CH3:4])([CH3:3])[CH3:2]. The yield is 0.140. (2) The reactants are ONC(=O)C1C=CC(OCC[N:13]2[C:19](=[O:20])[C:18]3[CH:21]=[CH:22][CH:23]=[N:24][C:17]=3[O:16][C:15]3[CH:25]=[CH:26][CH:27]=[CH:28][C:14]2=3)=CC=1.[OH-].[Na+].O. The catalyst is CN(C=O)C. The product is [N:24]1[C:17]2[O:16][C:15]3[CH:25]=[CH:26][CH:27]=[CH:28][C:14]=3[NH:13][C:19](=[O:20])[C:18]=2[CH:21]=[CH:22][CH:23]=1. The yield is 0.580. (3) The reactants are [Br:1][C:2]1[CH:6]=[N:5][N:4]([CH3:7])[C:3]=1[C:8]1[CH:9]=[C:10]([NH2:20])[CH:11]=[CH:12][C:13]=1[O:14][CH2:15][CH2:16][N:17]([CH3:19])[CH3:18].[Cl:21][C:22]1[CH:27]=[CH:26][C:25]([N:28]=[C:29]=[O:30])=[CH:24][CH:23]=1. The catalyst is C(Cl)Cl. The product is [Br:1][C:2]1[CH:6]=[N:5][N:4]([CH3:7])[C:3]=1[C:8]1[CH:9]=[C:10]([NH:20][C:29]([NH:28][C:25]2[CH:26]=[CH:27][C:22]([Cl:21])=[CH:23][CH:24]=2)=[O:30])[CH:11]=[CH:12][C:13]=1[O:14][CH2:15][CH2:16][N:17]([CH3:18])[CH3:19]. The yield is 0.850. (4) The reactants are [F:1][C:2]1[C:3]([O:12]C)=[C:4]([CH2:9][CH2:10][OH:11])[CH:5]=[C:6]([F:8])[CH:7]=1.B(Br)(Br)Br.O. The catalyst is C(Cl)Cl. The product is [F:1][C:2]1[CH:7]=[C:6]([F:8])[CH:5]=[C:4]([CH2:9][CH2:10][OH:11])[C:3]=1[OH:12]. The yield is 0.572. (5) The reactants are [C:1]([O:5][C:6](=[O:31])[CH2:7][O:8][C:9]1[C:14]2[CH2:15][CH2:16][CH2:17][CH2:18][CH:19]([NH:20][S:21]([C:24]3[CH:29]=[CH:28][CH:27]=[C:26](Br)[CH:25]=3)(=[O:23])=[O:22])[C:13]=2[CH:12]=[CH:11][CH:10]=1)([CH3:4])([CH3:3])[CH3:2].[CH3:32][C:33]1[CH:38]=[CH:37][C:36](B(O)O)=[CH:35][CH:34]=1.C([O-])([O-])=O.[K+].[K+]. The catalyst is O1CCOCC1.C1C=CC([P]([Pd]([P](C2C=CC=CC=2)(C2C=CC=CC=2)C2C=CC=CC=2)([P](C2C=CC=CC=2)(C2C=CC=CC=2)C2C=CC=CC=2)[P](C2C=CC=CC=2)(C2C=CC=CC=2)C2C=CC=CC=2)(C2C=CC=CC=2)C2C=CC=CC=2)=CC=1. The product is [C:1]([O:5][C:6](=[O:31])[CH2:7][O:8][C:9]1[C:14]2[CH2:15][CH2:16][CH2:17][CH2:18][CH:19]([NH:20][S:21]([C:24]3[CH:25]=[C:26]([C:36]4[CH:37]=[CH:38][C:33]([CH3:32])=[CH:34][CH:35]=4)[CH:27]=[CH:28][CH:29]=3)(=[O:23])=[O:22])[C:13]=2[CH:12]=[CH:11][CH:10]=1)([CH3:4])([CH3:3])[CH3:2]. The yield is 0.760. (6) The reactants are C(O)(=O)C.[Cl:5][C:6]1[CH:11]=[CH:10][C:9]([C@@:12]2([CH3:34])[C@@H:19]([C:20]3[CH:25]=[CH:24][C:23]([Cl:26])=[CH:22][CH:21]=3)[N:18]3[C:14]([S:15][C:16]([C:30]([O:32][CH3:33])=[O:31])=[C:17]3[CH:27]([CH3:29])[CH3:28])=[N:13]2)=[CH:8][C:7]=1[N+:35]([O-])=O. The catalyst is C(O)C.[Fe]. The product is [NH2:35][C:7]1[CH:8]=[C:9]([C@@:12]2([CH3:34])[C@@H:19]([C:20]3[CH:21]=[CH:22][C:23]([Cl:26])=[CH:24][CH:25]=3)[N:18]3[C:14]([S:15][C:16]([C:30]([O:32][CH3:33])=[O:31])=[C:17]3[CH:27]([CH3:29])[CH3:28])=[N:13]2)[CH:10]=[CH:11][C:6]=1[Cl:5]. The yield is 0.960. (7) The yield is 1.00. The reactants are [CH3:1][N:2]1[C:10]2[C:5](=[CH:6][C:7]([C:11]([NH:13][C:14]3[CH:22]=[C:21]4[C:17]([C:18]([C:23]5[CH:28]=[CH:27][C:26]([N+:29]([O-])=O)=[CH:25][CH:24]=5)=[CH:19][NH:20]4)=[CH:16][CH:15]=3)=[O:12])=[CH:8][CH:9]=2)[CH:4]=[CH:3]1.[H][H]. The product is [NH2:29][C:26]1[CH:25]=[CH:24][C:23]([C:18]2[C:17]3[C:21](=[CH:22][C:14]([NH:13][C:11]([C:7]4[CH:6]=[C:5]5[C:10](=[CH:9][CH:8]=4)[N:2]([CH3:1])[CH:3]=[CH:4]5)=[O:12])=[CH:15][CH:16]=3)[NH:20][CH:19]=2)=[CH:28][CH:27]=1. The catalyst is C(O)C.[OH-].[OH-].[Pd+2].